From a dataset of Peptide-MHC class II binding affinity with 134,281 pairs from IEDB. Regression. Given a peptide amino acid sequence and an MHC pseudo amino acid sequence, predict their binding affinity value. This is MHC class II binding data. The peptide sequence is ENPVVHHFKNIVTPR. The MHC is DRB1_1501 with pseudo-sequence DRB1_1501. The binding affinity (normalized) is 0.809.